From a dataset of Forward reaction prediction with 1.9M reactions from USPTO patents (1976-2016). Predict the product of the given reaction. (1) Given the reactants C(OC(=O)[NH:7][CH:8]1[CH2:13][CH2:12][NH:11][CH2:10][CH2:9]1)(C)(C)C.Cl[C:16]1[C:21]([C:22]([F:25])([F:24])[F:23])=[CH:20][CH:19]=[CH:18][N:17]=1, predict the reaction product. The product is: [F:23][C:22]([F:25])([F:24])[C:21]1[C:16]([N:11]2[CH2:10][CH2:9][CH:8]([NH2:7])[CH2:13][CH2:12]2)=[N:17][CH:18]=[CH:19][CH:20]=1. (2) Given the reactants [Cl:1][C:2]1[CH:3]=[C:4]([C:8]2[N:13]=[C:12]([CH2:14][C:15]3[CH:20]=[CH:19][C:18]([CH2:21][C:22]([O:24]C)=[O:23])=[CH:17][CH:16]=3)[CH:11]=[C:10]([CH2:26][CH3:27])[N:9]=2)[CH:5]=[CH:6][CH:7]=1.C1COCC1.O[Li].O, predict the reaction product. The product is: [Cl:1][C:2]1[CH:3]=[C:4]([C:8]2[N:13]=[C:12]([CH2:14][C:15]3[CH:20]=[CH:19][C:18]([CH2:21][C:22]([OH:24])=[O:23])=[CH:17][CH:16]=3)[CH:11]=[C:10]([CH2:26][CH3:27])[N:9]=2)[CH:5]=[CH:6][CH:7]=1. (3) Given the reactants [CH:1]([C:3]1[CH:11]=[CH:10][C:6]([C:7](Cl)=[O:8])=[CH:5][CH:4]=1)=[CH2:2].[OH:12][CH2:13][CH:14]1[CH2:18][O:17][C:16](=[S:19])[NH:15]1.N1C=CC=CC=1, predict the reaction product. The product is: [S:19]=[C:16]1[NH:15][CH:14]([CH2:13][O:12][C:7](=[O:8])[C:6]2[CH:10]=[CH:11][C:3]([CH:1]=[CH2:2])=[CH:4][CH:5]=2)[CH2:18][O:17]1. (4) Given the reactants [CH:1]1([NH:4][C:5]([C:7]2[N:8]=[N:9][N:10]([C:12]3[CH:17]=[CH:16][C:15]([C:18]([NH:20][CH2:21][CH3:22])=[O:19])=[CH:14][C:13]=3[O:23][CH2:24][CH2:25][O:26][CH2:27][CH2:28]Br)[CH:11]=2)=[O:6])[CH2:3][CH2:2]1.O.[F-:31].C([N+](CCCC)(CCCC)CCCC)CCC, predict the reaction product. The product is: [CH:1]1([NH:4][C:5]([C:7]2[N:8]=[N:9][N:10]([C:12]3[CH:17]=[CH:16][C:15]([C:18]([NH:20][CH2:21][CH3:22])=[O:19])=[CH:14][C:13]=3[O:23][CH2:24][CH2:25][O:26][CH2:27][CH2:28][F:31])[CH:11]=2)=[O:6])[CH2:3][CH2:2]1. (5) Given the reactants [C:1]([N:18]1[CH2:23][CH2:22][CH:21]([SH:24])[CH2:20][CH2:19]1)([O:3][CH2:4][CH:5]1[C:17]2[C:12](=[CH:13][CH:14]=[CH:15][CH:16]=2)[C:11]2[C:6]1=[CH:7][CH:8]=[CH:9][CH:10]=2)=[O:2].Cl[CH:26]([C:30](=[O:32])[CH3:31])[C:27](=[O:29])[CH3:28], predict the reaction product. The product is: [C:27]([CH:26]([S:24][CH:21]1[CH2:20][CH2:19][N:18]([C:1]([O:3][CH2:4][CH:5]2[C:6]3[CH:7]=[CH:8][CH:9]=[CH:10][C:11]=3[C:12]3[C:17]2=[CH:16][CH:15]=[CH:14][CH:13]=3)=[O:2])[CH2:23][CH2:22]1)[C:30](=[O:32])[CH3:31])(=[O:29])[CH3:28]. (6) The product is: [Cl:1][C:2]1[C:11]([CH:12]=[O:13])=[C:10]([Cl:17])[C:9]2[CH2:8][CH2:7][CH2:6][CH2:5][C:4]=2[N:3]=1. Given the reactants [Cl:1][C:2]1[C:11]([C:12](OCC)=[O:13])=[C:10]([Cl:17])[C:9]2[CH2:8][CH2:7][CH2:6][CH2:5][C:4]=2[N:3]=1.[H-].C([Al+]CC(C)C)C(C)C.CO, predict the reaction product. (7) Given the reactants [Br:1][C:2]1[CH:7]=[C:6]([C:8]2[N:9]=[N:10][N:11](CC3C=CC(OC)=CC=3)[CH:12]=2)[CH:5]=[CH:4][N:3]=1.C(O)(C(F)(F)F)=O, predict the reaction product. The product is: [Br:1][C:2]1[CH:7]=[C:6]([C:8]2[N:9]=[N:10][NH:11][CH:12]=2)[CH:5]=[CH:4][N:3]=1. (8) Given the reactants [CH3:1][CH:2]([CH3:18])[C:3]([NH:5][C:6]1[CH:11]=[CH:10][CH:9]=[C:8]([CH:12]2[CH2:17][CH2:16][NH:15][CH2:14][CH2:13]2)[CH:7]=1)=[O:4].Cl[CH2:20][CH2:21][C@H:22]([O:29][C:30]1(OC2C=CC=CC=2)[CH:35]=[CH:34][CH:33]=[CH:32][CH2:31]1)[C:23]1[CH:28]=[CH:27][CH:26]=[CH:25][CH:24]=1.[C:43](=[O:46])([O-])[O-].[K+].[K+].[I-].[Na+], predict the reaction product. The product is: [CH3:1][CH:2]([CH3:18])[C:3]([NH:5][C:6]1[CH:11]=[CH:10][CH:9]=[C:8]([CH:12]2[CH2:17][CH2:16][N:15]([CH2:20][CH2:21][C@H:22]([O:29][C:30]3[CH:31]=[CH:32][C:33]([O:46][C:43]4[CH:10]=[CH:11][CH:6]=[CH:7][CH:8]=4)=[CH:34][CH:35]=3)[C:23]3[CH:24]=[CH:25][CH:26]=[CH:27][CH:28]=3)[CH2:14][CH2:13]2)[CH:7]=1)=[O:4]. (9) Given the reactants [OH:1][C:2]1[CH:3]=[N:4][C:5]([C:8]2[CH:9]=[C:10]([CH:25]=[CH:26][CH:27]=2)[CH2:11][N:12]2[C:17](=[O:18])[CH:16]=[CH:15][C:14]([C:19]3[CH:20]=[N:21][N:22]([CH3:24])[CH:23]=3)=[N:13]2)=[N:6][CH:7]=1.C1(P(C2C=CC=CC=2)C2C=CC=CC=2)C=CC=CC=1.[CH:47]1(O)[CH2:51][CH2:50][CH:49]([OH:52])[CH2:48]1.N(C(OC(C)(C)C)=O)=NC(OC(C)(C)C)=O, predict the reaction product. The product is: [OH:52][CH:49]1[CH2:50][CH2:51][CH:47]([O:1][C:2]2[CH:3]=[N:4][C:5]([C:8]3[CH:9]=[C:10]([CH:25]=[CH:26][CH:27]=3)[CH2:11][N:12]3[C:17](=[O:18])[CH:16]=[CH:15][C:14]([C:19]4[CH:20]=[N:21][N:22]([CH3:24])[CH:23]=4)=[N:13]3)=[N:6][CH:7]=2)[CH2:48]1.